Dataset: Catalyst prediction with 721,799 reactions and 888 catalyst types from USPTO. Task: Predict which catalyst facilitates the given reaction. (1) Reactant: [OH:1][C@@:2]([C@H:11]1[O:16][CH2:15][CH2:14][NH:13][C:12]1=[O:17])([CH3:10])[C:3]([O:5][C:6]([CH3:9])([CH3:8])[CH3:7])=[O:4].[I:18][C:19]1[CH:24]=[CH:23][CH:22]=[C:21](I)[N:20]=1.CN[C@@H]1CCCC[C@H]1NC.P([O-])([O-])([O-])=O.[K+].[K+].[K+]. Product: [OH:1][C@@:2]([C@H:11]1[O:16][CH2:15][CH2:14][N:13]([C:21]2[CH:22]=[CH:23][CH:24]=[C:19]([I:18])[N:20]=2)[C:12]1=[O:17])([CH3:10])[C:3]([O:5][C:6]([CH3:7])([CH3:8])[CH3:9])=[O:4]. The catalyst class is: 12. (2) Reactant: [OH:1][C:2]1[CH:7]=[CH:6][C:5]([CH2:8][CH:9]([C:15]2[S:16][CH:17]=[CH:18][CH:19]=2)[CH2:10][C:11]([O:13][CH3:14])=[O:12])=[CH:4][CH:3]=1.C1C=CC(P(C2C=CC=CC=2)C2C=CC=CC=2)=CC=1.[C:39]([O:43][C:44]([N:46]([C:48]1[N:53]=[C:52]([CH:54](O)[CH3:55])[CH:51]=[CH:50][CH:49]=1)[CH3:47])=[O:45])([CH3:42])([CH3:41])[CH3:40].CCOC(/N=N/C(OCC)=O)=O. Product: [C:39]([O:43][C:44]([N:46]([C:48]1[N:53]=[C:52]([CH2:54][CH2:55][O:1][C:2]2[CH:3]=[CH:4][C:5]([CH2:8][CH:9]([C:15]3[S:16][CH:17]=[CH:18][CH:19]=3)[CH2:10][C:11]([O:13][CH3:14])=[O:12])=[CH:6][CH:7]=2)[CH:51]=[CH:50][CH:49]=1)[CH3:47])=[O:45])([CH3:42])([CH3:41])[CH3:40]. The catalyst class is: 2. (3) Reactant: C([O:3][C:4](=[O:29])[CH2:5][N:6]1[CH:11]=[CH:10][N:9]=[C:8]([NH:12][CH2:13][CH2:14][CH2:15][N:16]([C:21]([O:23][C:24]([CH3:27])([CH3:26])[CH3:25])=[O:22])[CH2:17][CH:18]2[CH2:20][CH2:19]2)[C:7]1=[O:28])C.O.[OH-].[Li+].Cl. Product: [C:24]([O:23][C:21]([N:16]([CH2:17][CH:18]1[CH2:19][CH2:20]1)[CH2:15][CH2:14][CH2:13][NH:12][C:8]1[C:7](=[O:28])[N:6]([CH2:5][C:4]([OH:29])=[O:3])[CH:11]=[CH:10][N:9]=1)=[O:22])([CH3:27])([CH3:25])[CH3:26]. The catalyst class is: 72. (4) Reactant: [F:1][C:2]1[CH:7]=[C:6]([F:8])[CH:5]=[CH:4][C:3]=1Br.[Br-].[NH:11]1[CH2:16][CH2:15][NH:14][CH2:13][CH2:12]1.CC(C)([O-])C.[Na+].C1C=CC(P(C2C(C3C(P(C4C=CC=CC=4)C4C=CC=CC=4)=CC=C4C=3C=CC=C4)=C3C(C=CC=C3)=CC=2)C2C=CC=CC=2)=CC=1. Product: [F:1][C:2]1[CH:7]=[C:6]([F:8])[CH:5]=[CH:4][C:3]=1[N:11]1[CH2:16][CH2:15][NH:14][CH2:13][CH2:12]1. The catalyst class is: 101. (5) Reactant: [CH2:1]([N:3]([C:8]1[N:13]2[N:14]=[C:15]([CH2:26][O:27]C)[C:16]([C:17]3[CH:22]=[CH:21][C:20]([O:23]C)=[CH:19][C:18]=3[CH3:25])=[C:12]2[N:11]=[C:10]2[CH2:29][CH2:30][CH2:31][C:9]=12)[CH2:4][CH2:5][CH2:6][CH3:7])[CH3:2].B(Br)(Br)Br.C(=O)(O)[O-].[Na+]. Product: [CH2:1]([N:3]([C:8]1[N:13]2[N:14]=[C:15]([CH2:26][OH:27])[C:16]([C:17]3[CH:22]=[CH:21][C:20]([OH:23])=[CH:19][C:18]=3[CH3:25])=[C:12]2[N:11]=[C:10]2[CH2:29][CH2:30][CH2:31][C:9]=12)[CH2:4][CH2:5][CH2:6][CH3:7])[CH3:2]. The catalyst class is: 2. (6) Reactant: [O:1]1CCCC1.[CH2:6]([O:13][C:14](=[O:27])[NH:15][C@H:16]1[C@H:23]2[C@H:19]([O:20][C:21]([CH3:25])([CH3:24])[O:22]2)[C:18](=[CH2:26])[CH2:17]1)[C:7]1[CH:12]=[CH:11][CH:10]=[CH:9][CH:8]=1.[OH-].[Na+].OO. Product: [CH2:6]([O:13][C:14](=[O:27])[NH:15][C@H:16]1[C@H:23]2[C@H:19]([O:20][C:21]([CH3:24])([CH3:25])[O:22]2)[C@H:18]([CH2:26][OH:1])[CH2:17]1)[C:7]1[CH:12]=[CH:11][CH:10]=[CH:9][CH:8]=1. The catalyst class is: 6. (7) Reactant: [ClH:1].[CH3:2][C:3]1([CH3:29])[CH2:8][CH2:7][CH:6]([C:9]2[S:28][C:12]3[N:13]=[C:14]([CH3:27])[N:15]=[C:16]([CH2:17][NH:18][CH:19]4[CH2:24][CH2:23][S:22](=[O:26])(=[O:25])[CH2:21][CH2:20]4)[C:11]=3[CH:10]=2)[CH2:5][CH2:4]1.CI.[C:32]([O-])([O-])=O.[K+].[K+].[NH4+].[Cl-]. Product: [ClH:1].[CH3:2][C:3]1([CH3:29])[CH2:4][CH2:5][CH:6]([C:9]2[S:28][C:12]3[N:13]=[C:14]([CH3:27])[N:15]=[C:16]([CH2:17][N:18]([CH3:32])[CH:19]4[CH2:20][CH2:21][S:22](=[O:25])(=[O:26])[CH2:23][CH2:24]4)[C:11]=3[CH:10]=2)[CH2:7][CH2:8]1. The catalyst class is: 3. (8) Reactant: [CH3:1][C@H:2]1[CH2:7][O:6][CH2:5][CH2:4][N:3]1[C:8]1[N:16]=[C:15]2[C:11]([N:12]=[CH:13][NH:14]2)=[C:10]([N:17]2[CH2:22][CH2:21][O:20][CH2:19][C@H:18]2[CH3:23])[N:9]=1.[Br:24]Br.[O-]S([O-])(=S)=O.[Na+].[Na+]. Product: [Br:24][C:13]1[NH:14][C:15]2[C:11]([N:12]=1)=[C:10]([N:17]1[CH2:22][CH2:21][O:20][CH2:19][C@H:18]1[CH3:23])[N:9]=[C:8]([N:3]1[CH2:4][CH2:5][O:6][CH2:7][C@@H:2]1[CH3:1])[N:16]=2. The catalyst class is: 2. (9) Reactant: [CH3:1][C:2]1[CH:3]=[C:4]([CH:7]=[CH:8][C:9]=1[S:10]([N:13]1[CH2:18][CH2:17][NH:16][C@@H:15]([CH3:19])[CH2:14]1)(=[O:12])=[O:11])[C:5]#[N:6].[F:20][C:21]1[CH:22]=[N:23][C:24]2[N:25]([N:27]=[CH:28][C:29]=2[C:30]([O-])=[O:31])[CH:26]=1.[Li+].C1C=CC2N(O)N=NC=2C=1.CCN(CC)CC.CN(C(ON1N=NC2C=CC=CC1=2)=[N+](C)C)C.F[P-](F)(F)(F)(F)F. Product: [CH3:5][CH2:4][CH2:3][CH:2]([CH3:9])[CH3:1].[F:20][C:21]1[CH:22]=[N:23][C:24]2[N:25]([N:27]=[CH:28][C:29]=2[C:30]([N:16]2[CH2:17][CH2:18][N:13]([S:10]([C:9]3[CH:8]=[CH:7][C:4]([C:5]#[N:6])=[CH:3][C:2]=3[CH3:1])(=[O:12])=[O:11])[CH2:14][C@@H:15]2[CH3:19])=[O:31])[CH:26]=1. The catalyst class is: 31. (10) Reactant: [CH3:1][O:2][C:3]([C:5]1[C:6]([OH:30])=[C:7]2[C:12](=[C:13](Br)[N:14]=1)[N:11]([CH2:16][C:17]1[CH:22]=[CH:21][CH:20]=[CH:19][CH:18]=1)[C:10](=[O:23])[C:9]([C:24]1[CH:29]=[CH:28][CH:27]=[CH:26][CH:25]=1)=[CH:8]2)=[O:4].C([Sn](CCCC)(CCCC)[C:36]1[CH:41]=[CH:40][N:39]=[N:38][CH:37]=1)CCC.CCOC(C)=O.Cl. Product: [CH3:1][O:2][C:3]([C:5]1[C:6]([OH:30])=[C:7]2[C:12](=[C:13]([C:36]3[CH:41]=[CH:40][N:39]=[N:38][CH:37]=3)[N:14]=1)[N:11]([CH2:16][C:17]1[CH:22]=[CH:21][CH:20]=[CH:19][CH:18]=1)[C:10](=[O:23])[C:9]([C:24]1[CH:29]=[CH:28][CH:27]=[CH:26][CH:25]=1)=[CH:8]2)=[O:4]. The catalyst class is: 510.